This data is from CYP2C19 inhibition data for predicting drug metabolism from PubChem BioAssay. The task is: Regression/Classification. Given a drug SMILES string, predict its absorption, distribution, metabolism, or excretion properties. Task type varies by dataset: regression for continuous measurements (e.g., permeability, clearance, half-life) or binary classification for categorical outcomes (e.g., BBB penetration, CYP inhibition). Dataset: cyp2c19_veith. (1) The drug is O=S(=O)(c1ccccc1)N1CCC[C@@]2(CCN(c3ccncc3)C2)C1. The result is 1 (inhibitor). (2) The drug is CNC(=O)c1sc(-c2cccnc2)nc1C. The result is 0 (non-inhibitor). (3) The result is 1 (inhibitor). The compound is NC[C@H](CC(=O)O)c1ccc(Cl)cc1. (4) The molecule is CN1CCN(Cc2nc3cccc4c3c([n+]2[O-])-c2ccccc2-4)CC1. The result is 0 (non-inhibitor). (5) The molecule is O=c1c(-c2cccc(F)c2)nc2cncnc2n1C1CC1. The result is 0 (non-inhibitor). (6) The compound is C=C1C[C@@]23C[C@]1(O)CC[C@@H]2[C@]12C=C[C@@H](O)[C@](C)(C(=O)O1)[C@H]2[C@H]3C(=O)O. The result is 0 (non-inhibitor). (7) The compound is O=c1c(CCc2ccccc2)nc2cnc(Oc3ccccc3)nc2n1C1CC1. The result is 1 (inhibitor).